Dataset: Experimentally validated miRNA-target interactions with 360,000+ pairs, plus equal number of negative samples. Task: Binary Classification. Given a miRNA mature sequence and a target amino acid sequence, predict their likelihood of interaction. (1) The miRNA is hsa-miR-665 with sequence ACCAGGAGGCUGAGGCCCCU. The protein sequence of the target gene is MDRVRFKASGPPLRGWLLLATVTVGLLAQSVLGGVKKLDVPCGGRDCSGGCQCYPEKGARGQPGAVGPQGYNGPPGLQGFPGLQGRKGDKGERGVPGPTGPKGDVGARGVSGFPGADGIPGHPGQGGPRGRPGYDGCNGTRGDAGPQGPSGSGGFPGLPGPQGPKGQKGEPYALSKEDRDKYRGEPGEPGLVGYQGPPGRPGPIGQMGPMGAPGRPGPPGPPGPKGQPGNRGLGFYGQKGEKGDIGQPGPNGIPSDITLVGPTTSTIHPDLYKGEKGDEGEQGIPGVISKGEEGIMGFPG.... Result: 0 (no interaction). (2) The miRNA is hsa-miR-6082 with sequence GAAUACGUCUGGUUGAUCC. The protein sequence of the target gene is MAEAEAAQLKEEGNRHFQLQDYKAATKSYSQALKLTKDKALLATLYRNRAACGLKMESYAQAASDASRAIDINSADIKALYRRCQALEHLGKLDQAFKDVQRCATLEPRNQNFQETLRRLNTSIQEQLRVQFSTDSRVQTMFEILLNENSEADKREKAANNLIVLGREEAGAERIFQSNGVALLLQLMNTQRPELLLAAVRTLSGMCSGHRARATAILHAVRIDRICSLMALENEEMSLAVCNLLQAIIDSLSGEDKREHRGKEEALVLDTKKDLKQITSHLLDMLVSKKVSGQGRDQAL.... Result: 0 (no interaction).